Predict the product of the given reaction. From a dataset of Forward reaction prediction with 1.9M reactions from USPTO patents (1976-2016). (1) Given the reactants [C-:1]#[N:2].[Na+].[Cl:4][C:5]1[C:6]([NH:18][C:19]2[CH:24]=[CH:23][C:22]([Cl:25])=[CH:21][CH:20]=2)=[N:7][C:8](F)=[N:9][C:10]=1[N:11]1[CH2:16][CH2:15][O:14][CH2:13][CH2:12]1, predict the reaction product. The product is: [Cl:4][C:5]1[C:6]([NH:18][C:19]2[CH:24]=[CH:23][C:22]([Cl:25])=[CH:21][CH:20]=2)=[N:7][C:8]([C:1]#[N:2])=[N:9][C:10]=1[N:11]1[CH2:16][CH2:15][O:14][CH2:13][CH2:12]1. (2) Given the reactants [CH3:1][O:2][CH2:3][O:4][C:5]1[CH:6]=[C:7]([C:12]2[O:13][C:14]3[CH:20]=[CH:19][CH:18]=[CH:17][C:15]=3[N:16]=2)[CH:8]=[CH:9][C:10]=1[CH3:11].C1C(=O)N([Br:28])C(=O)C1.C(OOC(=O)C1C=CC=CC=1)(=O)C1C=CC=CC=1, predict the reaction product. The product is: [Br:28][CH2:11][C:10]1[CH:9]=[CH:8][C:7]([C:12]2[O:13][C:14]3[CH:20]=[CH:19][CH:18]=[CH:17][C:15]=3[N:16]=2)=[CH:6][C:5]=1[O:4][CH2:3][O:2][CH3:1]. (3) Given the reactants [CH3:1][O:2][CH2:3][CH2:4][O:5][CH2:6][CH2:7][OH:8].[OH-].[Na+].[CH3:11][C:12]1[CH:17]=[CH:16][C:15]([S:18](Cl)(=[O:20])=[O:19])=[CH:14][CH:13]=1, predict the reaction product. The product is: [CH3:1][O:2][CH2:3][CH2:4][O:5][CH2:6][CH2:7][O:8][S:18]([C:15]1[CH:16]=[CH:17][C:12]([CH3:11])=[CH:13][CH:14]=1)(=[O:20])=[O:19]. (4) The product is: [F:23][CH:2]([F:1])[C:3]1[CH:4]=[C:5]([C:13]2[S:14][CH:15]=[C:16]([CH2:18][C:19]([OH:21])=[O:20])[N:17]=2)[CH:6]=[C:7]([C:9]([F:10])([F:11])[F:12])[CH:8]=1. Given the reactants [F:1][CH:2]([F:23])[C:3]1[CH:4]=[C:5]([C:13]2[S:14][CH:15]=[C:16]([CH2:18][C:19]([O:21]C)=[O:20])[N:17]=2)[CH:6]=[C:7]([C:9]([F:12])([F:11])[F:10])[CH:8]=1, predict the reaction product. (5) Given the reactants [C:1]1([C@H:7]([N:9]2[CH2:15][CH2:14][CH:13]([C:16]3[CH:24]=[CH:23][C:19]([C:20](O)=[O:21])=[CH:18][CH:17]=3)[O:12][CH2:11][CH2:10]2)[CH3:8])[CH:6]=[CH:5][CH:4]=[CH:3][CH:2]=1.CO.N.[Cl-].COC1N=C(OC)N=C([N+]2(C)CCOCC2)[N:32]=1, predict the reaction product. The product is: [C:1]1([C@H:7]([N:9]2[CH2:15][CH2:14][CH:13]([C:16]3[CH:24]=[CH:23][C:19]([C:20]([NH2:32])=[O:21])=[CH:18][CH:17]=3)[O:12][CH2:11][CH2:10]2)[CH3:8])[CH:6]=[CH:5][CH:4]=[CH:3][CH:2]=1. (6) Given the reactants [NH2:1][CH2:2][CH:3]1[CH2:22][CH2:21][CH2:20][C:5]2([O:9][C:8](=[O:10])[N:7]([C:11]3[CH:16]=[CH:15][CH:14]=[C:13]([O:17][CH2:18][CH3:19])[CH:12]=3)[CH2:6]2)[CH2:4]1.[F:23][C:24]1[C:30]([N+]([O-])=O)=[CH:29][C:27](N)=[C:26]([N+:34]([O-:36])=[O:35])[CH:25]=1.C(=O)([O-])[O-].[K+].[K+].CCOCC.[CH3:48][N:49](C=O)C, predict the reaction product. The product is: [CH2:18]([O:17][C:13]1[CH:12]=[C:11]([N:7]2[CH2:6][C:5]3([CH2:20][CH2:21][CH2:22][CH:3]([CH2:2][NH:1][C:27]4[C:26]([N+:34]([O-:36])=[O:35])=[CH:25][C:24]([F:23])=[C:30]([CH:29]=4)[C:48]#[N:49])[CH2:4]3)[O:9][C:8]2=[O:10])[CH:16]=[CH:15][CH:14]=1)[CH3:19].